Dataset: Catalyst prediction with 721,799 reactions and 888 catalyst types from USPTO. Task: Predict which catalyst facilitates the given reaction. (1) Reactant: [BH-](OC(C)=O)(OC(C)=O)OC(C)=O.[Na+].[CH2:15]([N:22]1[CH2:27][CH2:26][C:25](=O)[CH2:24][CH2:23]1)[C:16]1[CH:21]=[CH:20][CH:19]=[CH:18][CH:17]=1.[Cl:29][C:30]1[CH:31]=[C:32]([CH:34]=[CH:35][C:36]=1[Cl:37])[NH2:33].S([O-])([O-])(=O)=O.[Na+].[Na+].C(=O)([O-])O.[Na+]. Product: [CH2:15]([N:22]1[CH2:27][CH2:26][CH:25]([NH:33][C:32]2[CH:34]=[CH:35][C:36]([Cl:37])=[C:30]([Cl:29])[CH:31]=2)[CH2:24][CH2:23]1)[C:16]1[CH:21]=[CH:20][CH:19]=[CH:18][CH:17]=1. The catalyst class is: 4. (2) Reactant: [CH3:1][O:2][C:3]1[CH:4]=[C:5]2[C:10](=[CH:11][CH:12]=1)[N:9]=[CH:8][C:7]([C:13]([O:15][CH2:16][CH3:17])=[O:14])=[C:6]2Cl.CCOC(C)=O.CC(O)=O.[H][H]. Product: [CH3:1][O:2][C:3]1[CH:4]=[C:5]2[C:10](=[CH:11][CH:12]=1)[NH:9][CH2:8][CH:7]([C:13]([O:15][CH2:16][CH3:17])=[O:14])[CH2:6]2. The catalyst class is: 465.